This data is from NCI-60 drug combinations with 297,098 pairs across 59 cell lines. The task is: Regression. Given two drug SMILES strings and cell line genomic features, predict the synergy score measuring deviation from expected non-interaction effect. (1) Drug 1: C1CN1C2=NC(=NC(=N2)N3CC3)N4CC4. Drug 2: CN(C)N=NC1=C(NC=N1)C(=O)N. Cell line: HL-60(TB). Synergy scores: CSS=75.6, Synergy_ZIP=-1.70, Synergy_Bliss=-2.01, Synergy_Loewe=-0.279, Synergy_HSA=2.59. (2) Drug 1: COC1=NC(=NC2=C1N=CN2C3C(C(C(O3)CO)O)O)N. Drug 2: C1C(C(OC1N2C=NC3=C2NC=NCC3O)CO)O. Cell line: ACHN. Synergy scores: CSS=-7.16, Synergy_ZIP=7.94, Synergy_Bliss=7.09, Synergy_Loewe=-3.67, Synergy_HSA=-3.67.